Dataset: Forward reaction prediction with 1.9M reactions from USPTO patents (1976-2016). Task: Predict the product of the given reaction. The product is: [CH2:34]([O:38][C:6]1[N:14]=[C:13]2[C:9]([N:10]=[C:11]([O:24][CH3:25])[N:12]2[CH2:15][CH2:16][CH2:17][CH2:18][CH:19]2[CH2:23][CH2:22][CH2:21][O:20]2)=[C:8]([NH2:26])[N:7]=1)[CH2:35][CH2:36][CH3:37]. Given the reactants C(N[C:6]1[N:14]=[C:13]2[C:9]([N:10]=[C:11]([O:24][CH3:25])[N:12]2[CH2:15][CH2:16][CH2:17][CH2:18][CH:19]2[CH2:23][CH2:22][CH2:21][O:20]2)=[C:8]([NH2:26])[N:7]=1)CCC.FC(F)(F)C(O)=O.[CH2:34]([O:38]C1NC(N)=C2C(N=1)=NC(OC)=N2)[CH2:35][CH2:36][CH3:37].BrCCCCC1CCCO1, predict the reaction product.